Dataset: Peptide-MHC class II binding affinity with 134,281 pairs from IEDB. Task: Regression. Given a peptide amino acid sequence and an MHC pseudo amino acid sequence, predict their binding affinity value. This is MHC class II binding data. (1) The peptide sequence is WNTDIKTLKFDALSG. The MHC is DRB1_0301 with pseudo-sequence DRB1_0301. The binding affinity (normalized) is 0.733. (2) The peptide sequence is PGVMYAFTTPLISFF. The MHC is H-2-IAb with pseudo-sequence H-2-IAb. The binding affinity (normalized) is 0.844. (3) The peptide sequence is SVLLVVALFAVFLGS. The binding affinity (normalized) is 0. The MHC is DRB1_0301 with pseudo-sequence DRB1_0301. (4) The peptide sequence is YVAWMSATAALAREA. The MHC is DRB1_0901 with pseudo-sequence DRB1_0901. The binding affinity (normalized) is 0.816. (5) The peptide sequence is EKKYFAATGFEPLAA. The MHC is HLA-DQA10101-DQB10501 with pseudo-sequence HLA-DQA10101-DQB10501. The binding affinity (normalized) is 0.593.